This data is from NCI-60 drug combinations with 297,098 pairs across 59 cell lines. The task is: Regression. Given two drug SMILES strings and cell line genomic features, predict the synergy score measuring deviation from expected non-interaction effect. (1) Drug 1: CC1C(C(CC(O1)OC2CC(CC3=C2C(=C4C(=C3O)C(=O)C5=C(C4=O)C(=CC=C5)OC)O)(C(=O)CO)O)N)O.Cl. Drug 2: CS(=O)(=O)OCCCCOS(=O)(=O)C. Cell line: SK-MEL-5. Synergy scores: CSS=9.28, Synergy_ZIP=-3.05, Synergy_Bliss=1.69, Synergy_Loewe=1.80, Synergy_HSA=2.53. (2) Drug 1: CC1C(C(CC(O1)OC2CC(CC3=C2C(=C4C(=C3O)C(=O)C5=C(C4=O)C(=CC=C5)OC)O)(C(=O)CO)O)N)O.Cl. Drug 2: C(CN)CNCCSP(=O)(O)O. Cell line: CCRF-CEM. Synergy scores: CSS=5.16, Synergy_ZIP=-1.35, Synergy_Bliss=-0.994, Synergy_Loewe=-95.3, Synergy_HSA=-2.67. (3) Drug 1: C1CC(C1)(C(=O)O)C(=O)O.[NH2-].[NH2-].[Pt+2]. Drug 2: CC1=C(N=C(N=C1N)C(CC(=O)N)NCC(C(=O)N)N)C(=O)NC(C(C2=CN=CN2)OC3C(C(C(C(O3)CO)O)O)OC4C(C(C(C(O4)CO)O)OC(=O)N)O)C(=O)NC(C)C(C(C)C(=O)NC(C(C)O)C(=O)NCCC5=NC(=CS5)C6=NC(=CS6)C(=O)NCCC[S+](C)C)O. Cell line: HOP-92. Synergy scores: CSS=19.1, Synergy_ZIP=-4.03, Synergy_Bliss=5.22, Synergy_Loewe=-15.3, Synergy_HSA=1.02.